Dataset: NCI-60 drug combinations with 297,098 pairs across 59 cell lines. Task: Regression. Given two drug SMILES strings and cell line genomic features, predict the synergy score measuring deviation from expected non-interaction effect. (1) Drug 1: CN(C)C1=NC(=NC(=N1)N(C)C)N(C)C. Drug 2: CCCS(=O)(=O)NC1=C(C(=C(C=C1)F)C(=O)C2=CNC3=C2C=C(C=N3)C4=CC=C(C=C4)Cl)F. Cell line: MCF7. Synergy scores: CSS=-4.30, Synergy_ZIP=1.71, Synergy_Bliss=0.662, Synergy_Loewe=-3.19, Synergy_HSA=-2.84. (2) Drug 1: C1C(C(OC1N2C=C(C(=O)NC2=O)F)CO)O. Drug 2: COCCOC1=C(C=C2C(=C1)C(=NC=N2)NC3=CC=CC(=C3)C#C)OCCOC.Cl. Cell line: RXF 393. Synergy scores: CSS=2.75, Synergy_ZIP=0.584, Synergy_Bliss=3.62, Synergy_Loewe=1.11, Synergy_HSA=0.727.